The task is: Binary Classification. Given a T-cell receptor sequence (or CDR3 region) and an epitope sequence, predict whether binding occurs between them.. This data is from TCR-epitope binding with 47,182 pairs between 192 epitopes and 23,139 TCRs. The epitope is FVDGVPFVV. The TCR CDR3 sequence is CSADSYGYTF. Result: 1 (the TCR binds to the epitope).